Dataset: NCI-60 drug combinations with 297,098 pairs across 59 cell lines. Task: Regression. Given two drug SMILES strings and cell line genomic features, predict the synergy score measuring deviation from expected non-interaction effect. Drug 1: CC1OCC2C(O1)C(C(C(O2)OC3C4COC(=O)C4C(C5=CC6=C(C=C35)OCO6)C7=CC(=C(C(=C7)OC)O)OC)O)O. Drug 2: C1=C(C(=O)NC(=O)N1)N(CCCl)CCCl. Cell line: OVCAR3. Synergy scores: CSS=42.3, Synergy_ZIP=-1.22, Synergy_Bliss=-0.179, Synergy_Loewe=-19.9, Synergy_HSA=4.05.